Dataset: Full USPTO retrosynthesis dataset with 1.9M reactions from patents (1976-2016). Task: Predict the reactants needed to synthesize the given product. (1) Given the product [Br:2][CH2:15][C:7]1[CH:8]=[CH:9][CH:10]=[C:11]([N+:12]([O-:14])=[O:13])[C:6]=1[F:5], predict the reactants needed to synthesize it. The reactants are: P(Br)(Br)[Br:2].[F:5][C:6]1[C:11]([N+:12]([O-:14])=[O:13])=[CH:10][CH:9]=[CH:8][C:7]=1[CH2:15]O. (2) Given the product [Br:1][C:2]1[CH:10]=[CH:9][CH:8]=[C:7]2[C:3]=1[C:4]([C:18]([N:45]1[CH2:46][CH2:47][CH:42]([C:37]3[CH:36]=[C:35]([CH:40]=[CH:39][C:38]=3[F:41])[CH2:34][NH:33][C:31](=[O:32])[C:30]([F:49])([F:48])[F:29])[CH2:43][CH2:44]1)=[O:20])=[CH:5][N:6]2[CH2:11][CH2:12][O:13][C:14]([F:15])([F:16])[F:17], predict the reactants needed to synthesize it. The reactants are: [Br:1][C:2]1[CH:10]=[CH:9][CH:8]=[C:7]2[C:3]=1[C:4]([C:18]([OH:20])=O)=[CH:5][N:6]2[CH2:11][CH2:12][O:13][C:14]([F:17])([F:16])[F:15].CCN(CC)CC.Cl.[F:29][C:30]([F:49])([F:48])[C:31]([NH:33][CH2:34][C:35]1[CH:40]=[CH:39][C:38]([F:41])=[C:37]([CH:42]2[CH2:47][CH2:46][NH:45][CH2:44][CH2:43]2)[CH:36]=1)=[O:32].CCN=C=NCCCN(C)C. (3) Given the product [F:1][C:2]1[CH:3]=[CH:4][C:5]([C:8]2[C:13]([S:15]([OH:18])(=[O:17])=[O:16])=[CH:12][CH:11]=[CH:10][CH:9]=2)=[CH:6][CH:7]=1, predict the reactants needed to synthesize it. The reactants are: [F:1][C:2]1[CH:7]=[CH:6][C:5]([C:8]2[CH:13]=[CH:12][CH:11]=[CH:10][CH:9]=2)=[CH:4][CH:3]=1.Cl[S:15]([OH:18])(=[O:17])=[O:16]. (4) Given the product [Br:1][C:2]1[CH:7]=[CH:6][C:5]([C:8](=[N:22][O:23][CH2:24][CH3:25])[CH:9]2[CH2:10][CH2:11][N:12]([C:15]3([CH3:21])[CH2:20][CH2:19][N:18]([C:36]([C:27]4[CH:28]=[N:29][C:30]5[C:35](=[CH:34][CH:33]=[CH:32][CH:31]=5)[N:26]=4)=[O:37])[CH2:17][CH2:16]3)[CH2:13][CH2:14]2)=[CH:4][CH:3]=1, predict the reactants needed to synthesize it. The reactants are: [Br:1][C:2]1[CH:7]=[CH:6][C:5]([C:8](=[N:22][O:23][CH2:24][CH3:25])[CH:9]2[CH2:14][CH2:13][N:12]([C:15]3([CH3:21])[CH2:20][CH2:19][NH:18][CH2:17][CH2:16]3)[CH2:11][CH2:10]2)=[CH:4][CH:3]=1.[N:26]1[C:35]2[C:30](=[CH:31][CH:32]=[CH:33][CH:34]=2)[N:29]=[CH:28][C:27]=1[C:36](O)=[O:37].CCN(CC)CC.CN(C(ON1N=NC2C=CC=NC1=2)=[N+](C)C)C.F[P-](F)(F)(F)(F)F.